From a dataset of Full USPTO retrosynthesis dataset with 1.9M reactions from patents (1976-2016). Predict the reactants needed to synthesize the given product. (1) Given the product [CH:2]1([NH:8][C:9]2[C:14]([CH3:15])=[C:13]([CH3:16])[N:12]=[C:11]([NH:17][CH2:18][C:19]3[CH:24]=[CH:23][CH:22]=[C:21]([CH3:25])[N:20]=3)[N:10]=2)[CH2:3][CH2:4][CH2:5][CH2:6][CH2:7]1, predict the reactants needed to synthesize it. The reactants are: Cl.[CH:2]1([NH:8][C:9]2[C:14]([CH3:15])=[C:13]([CH3:16])[N:12]=[C:11]([NH:17][CH2:18][C:19]3[CH:24]=[CH:23][CH:22]=[CH:21][N:20]=3)[N:10]=2)[CH2:7][CH2:6][CH2:5][CH2:4][CH2:3]1.[CH3:25]C1N=C(CN)C=CC=1. (2) Given the product [OH:26][C@@H:22]1[C@H:21]2[C@@H:8]([CH2:9][CH2:10][C:11]3[C@:20]2([CH3:27])[CH2:19][CH2:18][C:13](=[O:14])[CH:12]=3)[C@H:7]2[C@@:24]([CH3:25])([C@@H:4]([C@H:2]([OH:1])[CH3:3])[CH2:5][CH2:6]2)[CH2:23]1, predict the reactants needed to synthesize it. The reactants are: [OH:1][C@@H:2]([C@@H:4]1[C@:24]2([CH3:25])[C@H:7]([C@H:8]3[C@H:21]([C@@H:22]([OH:26])[CH2:23]2)[C@:20]2([CH3:27])[C:11]([CH2:12][C:13]4([CH2:18][CH2:19]2)OCC[O:14]4)=[CH:10][CH2:9]3)[CH2:6][CH2:5]1)[CH3:3].OS(O)(=O)=O. (3) Given the product [C:1]([O:5][C:6](=[O:20])[N:7]([C:8]1[S:12][C:11]([C:13]2[CH:14]=[N:15][CH:16]=[CH:17][CH:18]=2)=[N:10][C:9]=1[Br:21])[CH3:19])([CH3:4])([CH3:3])[CH3:2], predict the reactants needed to synthesize it. The reactants are: [C:1]([O:5][C:6](=[O:20])[N:7]([CH3:19])[C:8]1[S:12][C:11]([C:13]2[CH:14]=[N:15][CH:16]=[CH:17][CH:18]=2)=[N:10][CH:9]=1)([CH3:4])([CH3:3])[CH3:2].[Br:21]N1C(=O)CCC1=O. (4) Given the product [CH3:1][O:2][C:3]1[CH:4]=[C:5]2[C:10](=[CH:11][CH:12]=1)[C:9](=[O:13])[NH:8][C:7](=[O:14])[C:6]2=[CH:15][O:18][CH3:19], predict the reactants needed to synthesize it. The reactants are: [CH3:1][O:2][C:3]1[CH:4]=[C:5]2[C:10](=[CH:11][CH:12]=1)[C:9](=[O:13])[NH:8][C:7](=[O:14])[CH2:6]2.[C:15]([O:18][C:19](=O)C)(=O)C.COC(OC)OC. (5) Given the product [Br:11][C:12]1[C:13]([F:22])=[CH:14][C:15]([N+:19]([O-:21])=[O:20])=[C:16]([NH:8][C:6]2[CH:5]=[CH:4][N:3]=[C:2]([Cl:1])[N:7]=2)[CH:17]=1, predict the reactants needed to synthesize it. The reactants are: [Cl:1][C:2]1[N:7]=[C:6]([NH2:8])[CH:5]=[CH:4][N:3]=1.[H-].[Na+].[Br:11][C:12]1[CH:17]=[C:16](F)[C:15]([N+:19]([O-:21])=[O:20])=[CH:14][C:13]=1[F:22].O. (6) Given the product [CH:4]1([O:5][C:6]2[N:11]=[CH:10][N:9]=[C:8]([NH2:12])[CH:7]=2)[CH2:2][CH2:3][CH2:1]1, predict the reactants needed to synthesize it. The reactants are: [CH:1]1([CH2:4][O:5][C:6]2[N:11]=[CH:10][N:9]=[C:8]([NH2:12])[CH:7]=2)[CH2:3][CH2:2]1.C1(O)CCC1. (7) The reactants are: [CH2:1]([C:3]1[CH:23]=[CH:22][CH:21]=[C:20]([CH3:24])[C:4]=1[CH2:5][NH:6][C:7]1[C:8]2[N:9]([C:16]([CH3:19])=[N:17][N:18]=2)[CH:10]=[C:11]([C:13](O)=[O:14])[CH:12]=1)[CH3:2].C1N=[CH:28][N:27](C(N2C=NC=C2)=O)[CH:26]=1.CNC. Given the product [CH2:1]([C:3]1[CH:23]=[CH:22][CH:21]=[C:20]([CH3:24])[C:4]=1[CH2:5][NH:6][C:7]1[C:8]2[N:9]([C:16]([CH3:19])=[N:17][N:18]=2)[CH:10]=[C:11]([C:13]([N:27]([CH3:28])[CH3:26])=[O:14])[CH:12]=1)[CH3:2], predict the reactants needed to synthesize it.